From a dataset of Catalyst prediction with 721,799 reactions and 888 catalyst types from USPTO. Predict which catalyst facilitates the given reaction. (1) Reactant: Cl.FC1C=C(C=CC=1)CN1C=C(C2C3C(=NC=C(C4C=CC(C5CCNCC5)=CC=4)C=3)N(S(C3C=CC(C)=CC=3)(=O)=O)C=2)C=N1.[CH2:46]([N:54]1[CH:58]=[C:57]([C:59]2[C:67]3[C:62](=[N:63][CH:64]=[C:65]([C:68]4[CH:73]=[CH:72][C:71]([N:74]5[CH2:79][CH2:78][N:77]([C:80]([O:82][C:83]([CH3:86])([CH3:85])[CH3:84])=[O:81])[CH2:76][CH2:75]5)=[CH:70][CH:69]=4)[CH:66]=3)[N:61](S(C3C=CC(C)=CC=3)(=O)=O)[CH:60]=2)[CH:56]=[N:55]1)[CH2:47][C:48]1[CH:53]=[CH:52][CH:51]=[CH:50][CH:49]=1.[OH-].[Li+]. Product: [CH2:46]([N:54]1[CH:58]=[C:57]([C:59]2[C:67]3[C:62](=[N:63][CH:64]=[C:65]([C:68]4[CH:69]=[CH:70][C:71]([N:74]5[CH2:75][CH2:76][N:77]([C:80]([O:82][C:83]([CH3:86])([CH3:85])[CH3:84])=[O:81])[CH2:78][CH2:79]5)=[CH:72][CH:73]=4)[CH:66]=3)[NH:61][CH:60]=2)[CH:56]=[N:55]1)[CH2:47][C:48]1[CH:49]=[CH:50][CH:51]=[CH:52][CH:53]=1. The catalyst class is: 87. (2) Reactant: Br[C:2]1[N:7]=[C:6]([C:8]([N:10]2[CH2:15][CH2:14][C:13]([OH:20])([C:16]([F:19])([F:18])[F:17])[CH2:12][CH2:11]2)=[O:9])[CH:5]=[CH:4][CH:3]=1.[NH:21]1[CH2:26][CH2:25][CH2:24][CH2:23][CH2:22]1.CC1(C)C2C(=C(P(C3C=CC=CC=3)C3C=CC=CC=3)C=CC=2)OC2C(P(C3C=CC=CC=3)C3C=CC=CC=3)=CC=CC1=2.CC(C)([O-])C.[Na+]. The catalyst class is: 491. Product: [OH:20][C:13]1([C:16]([F:19])([F:18])[F:17])[CH2:14][CH2:15][N:10]([C:8]([C:6]2[CH:5]=[CH:4][CH:3]=[C:2]([N:21]3[CH2:26][CH2:25][CH2:24][CH2:23][CH2:22]3)[N:7]=2)=[O:9])[CH2:11][CH2:12]1.